This data is from Forward reaction prediction with 1.9M reactions from USPTO patents (1976-2016). The task is: Predict the product of the given reaction. (1) The product is: [Br:1][C:2]1[CH:3]=[C:4]([C:7]([Cl:12])=[O:9])[O:5][CH:6]=1. Given the reactants [Br:1][C:2]1[CH:3]=[C:4]([C:7]([OH:9])=O)[O:5][CH:6]=1.O=S(Cl)[Cl:12], predict the reaction product. (2) Given the reactants [C:1]([O:9][C@H:10]1[CH2:29][C@H:28]2[C@:23]([CH3:31])([CH2:24][CH2:25][C:26](=[O:30])[CH2:27]2)[C@@H:22]2[C@@H:11]1[C@H:12]1[C@:19]([CH3:33])([CH2:20][C@H:21]2[OH:32])[C@@H:15]([C:16](=[O:18])[CH3:17])[CH2:14][CH2:13]1)(=[O:8])[C:2]1[CH:7]=[CH:6][CH:5]=[CH:4][CH:3]=1.[C:34](Cl)(=[O:41])[C:35]1[CH:40]=[CH:39][CH:38]=[CH:37][CH:36]=1.C(OCC)(=O)C.C([O-])(O)=O.[Na+], predict the reaction product. The product is: [C:1]([O:9][C@H:10]1[CH2:29][C@H:28]2[C@:23]([CH3:31])([CH2:24][CH2:25][C:26](=[O:30])[CH2:27]2)[C@@H:22]2[C@@H:11]1[C@H:12]1[C@:19]([CH3:33])([CH2:20][C@H:21]2[O:32][C:34](=[O:41])[C:35]2[CH:40]=[CH:39][CH:38]=[CH:37][CH:36]=2)[C@@H:15]([C:16](=[O:18])[CH3:17])[CH2:14][CH2:13]1)(=[O:8])[C:2]1[CH:3]=[CH:4][CH:5]=[CH:6][CH:7]=1. (3) Given the reactants [Br:1][C:2]1[CH:7]=[C:6]([N+:8]([O-])=O)[CH:5]=[C:4]([CH:11]([F:13])[F:12])[CH:3]=1.[Cl-].[NH4+], predict the reaction product. The product is: [Br:1][C:2]1[CH:7]=[C:6]([CH:5]=[C:4]([CH:11]([F:12])[F:13])[CH:3]=1)[NH2:8]. (4) The product is: [CH2:11]([O:10][CH2:9][C@H:8]([NH2:7])[C:18]1[N:22]([C:23]2[CH:28]=[CH:27][CH:26]=[CH:25][N:24]=2)[C:21]2[CH:29]=[C:30]([F:33])[CH:31]=[CH:32][C:20]=2[N:19]=1)[C:12]1[CH:13]=[CH:14][CH:15]=[CH:16][CH:17]=1. Given the reactants C(OC(=O)[NH:7][C@H:8]([C:18]1[N:22]([C:23]2[CH:28]=[CH:27][CH:26]=[CH:25][N:24]=2)[C:21]2[CH:29]=[C:30]([F:33])[CH:31]=[CH:32][C:20]=2[N:19]=1)[CH2:9][O:10][CH2:11][C:12]1[CH:17]=[CH:16][CH:15]=[CH:14][CH:13]=1)(C)(C)C.C(O)(C(F)(F)F)=O, predict the reaction product. (5) Given the reactants O1CCC[CH2:2]1.[OH:6][CH:7]1[CH2:12][CH2:11][N:10]([C:13]([O:15][CH2:16][C:17]2[CH:22]=[CH:21][CH:20]=[CH:19][CH:18]=2)=[O:14])[CH2:9][CH2:8]1.[H-].[Na+].CI, predict the reaction product. The product is: [CH3:2][O:6][CH:7]1[CH2:8][CH2:9][N:10]([C:13]([O:15][CH2:16][C:17]2[CH:22]=[CH:21][CH:20]=[CH:19][CH:18]=2)=[O:14])[CH2:11][CH2:12]1. (6) Given the reactants [N+:1]([C:4]1[CH:5]=[C:6]([CH:9]=[C:10]([N+:12]([O-:14])=[O:13])[CH:11]=1)[CH2:7][OH:8])([O-:3])=[O:2].[F:15][C:16]([F:43])([C:29]1[CH:34]=[CH:33][C:32]([O:35][CH2:36][CH2:37][CH2:38][C:39]([F:42])([F:41])[F:40])=[CH:31][CH:30]=1)[O:17][C:18]1[CH:23]=[CH:22][C:21](/[CH:24]=[CH:25]/[C:26](O)=[O:27])=[CH:20][CH:19]=1.Cl.CN(C)CCCN=C=NCC, predict the reaction product. The product is: [F:15][C:16]([F:43])([C:29]1[CH:34]=[CH:33][C:32]([O:35][CH2:36][CH2:37][CH2:38][C:39]([F:42])([F:41])[F:40])=[CH:31][CH:30]=1)[O:17][C:18]1[CH:23]=[CH:22][C:21](/[CH:24]=[CH:25]/[C:26]([O:8][CH2:7][C:6]2[CH:5]=[C:4]([N+:1]([O-:3])=[O:2])[CH:11]=[C:10]([N+:12]([O-:14])=[O:13])[CH:9]=2)=[O:27])=[CH:20][CH:19]=1. (7) Given the reactants [OH:1][C@@H:2]([C@@H:9]([NH:14][C:15]([C@H:17]1[O:19][C@@H:18]1[C:20]([O:22][CH2:23][CH3:24])=[O:21])=[O:16])[CH2:10][CH:11]([CH3:13])[CH3:12])[C:3]1[CH:8]=[CH:7][CH:6]=[CH:5][CH:4]=1.[C:25](OC(=O)C)(=[O:27])[CH3:26], predict the reaction product. The product is: [C:25]([O:1][C@@H:2]([C@@H:9]([NH:14][C:15]([C@H:17]1[O:19][C@@H:18]1[C:20]([O:22][CH2:23][CH3:24])=[O:21])=[O:16])[CH2:10][CH:11]([CH3:12])[CH3:13])[C:3]1[CH:4]=[CH:5][CH:6]=[CH:7][CH:8]=1)(=[O:27])[CH3:26]. (8) The product is: [ClH:33].[ClH:33].[CH2:1]([C:5]1[N:10]=[N:9][C:8]([O:11][CH:12]2[CH2:13][CH2:14][CH:15]([NH:18][CH3:19])[CH2:16][CH2:17]2)=[CH:7][C:6]=1[C:20]1[CH:21]=[CH:22][C:23]([O:26][CH:27]2[CH2:32][CH2:31][CH2:30][CH2:29][CH2:28]2)=[CH:24][CH:25]=1)[CH2:2][CH2:3][CH3:4]. Given the reactants [CH2:1]([C:5]1[N:10]=[N:9][C:8]([O:11][C@H:12]2[CH2:17][CH2:16][C@H:15]([NH:18][CH3:19])[CH2:14][CH2:13]2)=[CH:7][C:6]=1[C:20]1[CH:25]=[CH:24][C:23]([O:26][CH:27]2[CH2:32][CH2:31][CH2:30][CH2:29][CH2:28]2)=[CH:22][CH:21]=1)[CH2:2][CH2:3][CH3:4].[ClH:33], predict the reaction product.